Dataset: Forward reaction prediction with 1.9M reactions from USPTO patents (1976-2016). Task: Predict the product of the given reaction. (1) Given the reactants [F:1][C:2]([F:30])([F:29])[C:3]1[CH:4]=[C:5]([C@H:13]2[O:17][C:16](=[O:18])[N:15]([CH2:19][C:20]3[CH:25]=[C:24]([Cl:26])[CH:23]=[CH:22][C:21]=3Br)[C@H:14]2[CH3:28])[CH:6]=[C:7]([C:9]([F:12])([F:11])[F:10])[CH:8]=1.[CH3:31][O:32][C:33]1[CH:38]=[CH:37][C:36]([C:39]2[CH:44]=[CH:43][C:42]([C:45]([O:47][CH3:48])=[O:46])=[CH:41][C:40]=2[CH3:49])=[CH:35][C:34]=1B1OC(C)(C)C(C)(C)O1.C(=O)([O-])[O-].[Na+].[Na+].CCOC(C)=O, predict the reaction product. The product is: [F:1][C:2]([F:30])([F:29])[C:3]1[CH:4]=[C:5]([C@H:13]2[O:17][C:16](=[O:18])[N:15]([CH2:19][C:20]3[CH:25]=[C:24]([Cl:26])[CH:23]=[CH:22][C:21]=3[C:34]3[CH:35]=[C:36]([C:39]4[CH:44]=[CH:43][C:42]([C:45]([O:47][CH3:48])=[O:46])=[CH:41][C:40]=4[CH3:49])[CH:37]=[CH:38][C:33]=3[O:32][CH3:31])[C@H:14]2[CH3:28])[CH:6]=[C:7]([C:9]([F:12])([F:11])[F:10])[CH:8]=1. (2) Given the reactants [NH2:1][C:2]1[CH:3]=[C:4]([C:16]2[CH:23]=[CH:22][C:19]([C:20]#[N:21])=[CH:18][CH:17]=2)[C:5]([C:9]2[CH:14]=[CH:13][C:12]([CH3:15])=[CH:11][CH:10]=2)=[N:6][C:7]=1[CH3:8].N1C=CC=CC=1.[CH3:30][C:31](OC(C)=O)=[O:32].C(=O)(O)[O-].[Na+], predict the reaction product. The product is: [C:20]([C:19]1[CH:18]=[CH:17][C:16]([C:4]2[CH:3]=[C:2]([NH:1][C:31](=[O:32])[CH3:30])[C:7]([CH3:8])=[N:6][C:5]=2[C:9]2[CH:10]=[CH:11][C:12]([CH3:15])=[CH:13][CH:14]=2)=[CH:23][CH:22]=1)#[N:21]. (3) Given the reactants P(Cl)(Cl)([Cl:3])=O.O[C:7]1[N:11]([CH3:12])[N:10]=[C:9]([C:13]2[CH:18]=[CH:17][C:16]([O:19][CH3:20])=[C:15]([CH3:21])[CH:14]=2)[CH:8]=1.CN(C)[CH:24]=[O:25], predict the reaction product. The product is: [Cl:3][C:7]1[N:11]([CH3:12])[N:10]=[C:9]([C:13]2[CH:18]=[CH:17][C:16]([O:19][CH3:20])=[C:15]([CH3:21])[CH:14]=2)[C:8]=1[CH:24]=[O:25]. (4) Given the reactants [CH3:1][C:2]1[CH:7]=[C:6]([N+:8]([O-:10])=[O:9])[CH:5]=[CH:4][C:3]=1[OH:11].C([O-])([O-])=O.[Cs+].[Cs+].Cl[C:19]([F:24])([F:23])C([O-])=O.[Na+], predict the reaction product. The product is: [F:23][CH:19]([F:24])[O:11][C:3]1[CH:4]=[CH:5][C:6]([N+:8]([O-:10])=[O:9])=[CH:7][C:2]=1[CH3:1]. (5) The product is: [C:16]1([C:22]2[CH:23]=[N:2][N:1]([CH:3]3[CH2:4][CH2:5][N:6]([C:9]([O:11][C:12]([CH3:15])([CH3:14])[CH3:13])=[O:10])[CH2:7][CH2:8]3)[CH:25]=2)[CH:21]=[CH:20][CH:19]=[CH:18][CH:17]=1. Given the reactants [NH:1]([CH:3]1[CH2:8][CH2:7][N:6]([C:9]([O:11][C:12]([CH3:15])([CH3:14])[CH3:13])=[O:10])[CH2:5][CH2:4]1)[NH2:2].[C:16]1([CH:22]([CH:25]=O)[CH:23]=O)[CH:21]=[CH:20][CH:19]=[CH:18][CH:17]=1, predict the reaction product. (6) Given the reactants [Cl:1][C:2]1[C:3]([N:8]2[C:12]([C:13]([O:15][CH3:16])=[O:14])=[CH:11][C:10]([C:17](OC)=[O:18])=[N:9]2)=[N:4][CH:5]=[CH:6][CH:7]=1.[H-].C([Al+]CC(C)C)C(C)C.O, predict the reaction product. The product is: [Cl:1][C:2]1[C:3]([N:8]2[C:12]([C:13]([O:15][CH3:16])=[O:14])=[CH:11][C:10]([CH2:17][OH:18])=[N:9]2)=[N:4][CH:5]=[CH:6][CH:7]=1.